Dataset: Reaction yield outcomes from USPTO patents with 853,638 reactions. Task: Predict the reaction yield, written as a fraction of the theoretical maximum amount of product (1.0 means a 100% yield; for example, 0.34 means a 34% yield). (1) The reactants are C(O[C:6]([N:8]1[CH2:13][CH2:12][N:11]([C:14]2[C:19]([N+:20]([O-:22])=[O:21])=[CH:18][CH:17]=[CH:16][C:15]=2[N+:23]([O-:25])=[O:24])[CH2:10][CH2:9]1)=O)(C)(C)C.FC(F)(F)C(O)=O.[CH3:33][S:34]([N:37]1[CH2:42][CH2:41][C:40]2[N:43]([CH2:56][CH:57]3C[O:58]3)[N:44]=[C:45]([C:46]3[CH:51]=[CH:50][C:49]([C:52]([F:55])([F:54])[F:53])=[CH:48][CH:47]=3)[C:39]=2[CH2:38]1)(=[O:36])=[O:35]. The catalyst is C(Cl)Cl. The product is [N+:23]([C:15]1[CH:16]=[CH:17][CH:18]=[C:19]([N+:20]([O-:22])=[O:21])[C:14]=1[N:11]1[CH2:10][CH2:9][N:8]([CH2:6][CH:57]([OH:58])[CH2:56][N:43]2[C:40]3[CH2:41][CH2:42][N:37]([S:34]([CH3:33])(=[O:36])=[O:35])[CH2:38][C:39]=3[C:45]([C:46]3[CH:51]=[CH:50][C:49]([C:52]([F:54])([F:55])[F:53])=[CH:48][CH:47]=3)=[N:44]2)[CH2:13][CH2:12]1)([O-:25])=[O:24]. The yield is 0.850. (2) The reactants are [C:12]([O:11][C:9](O[C:9]([O:11][C:12]([CH3:15])([CH3:14])[CH3:13])=[O:10])=[O:10])([CH3:15])([CH3:14])[CH3:13].[CH3:16][C:17]1([CH3:24])[C:22](=[O:23])[CH2:21][CH2:20][NH:19][CH2:18]1.C(N(CC)CC)C. The catalyst is ClCCl. The product is [C:12]([O:11][C:9]([N:19]1[CH2:20][CH2:21][C:22](=[O:23])[C:17]([CH3:24])([CH3:16])[CH2:18]1)=[O:10])([CH3:13])([CH3:14])[CH3:15]. The yield is 0.760. (3) The reactants are [C:1]([C:4]1[CH:11]=[CH:10][CH:9]=[CH:8][C:5]=1[CH:6]=[O:7])([OH:3])=O.[C:12]1([PH:18](=[O:20])[OH:19])[CH:17]=[CH:16][CH:15]=[CH:14][CH:13]=1. The catalyst is C1(C)C=CC=CC=1. The product is [O:3]=[C:1]1[C:4]2[C:5](=[CH:8][CH:9]=[CH:10][CH:11]=2)[CH:6]([P:18]([C:12]2[CH:17]=[CH:16][CH:15]=[CH:14][CH:13]=2)(=[O:19])[OH:20])[O:7]1. The yield is 0.580. (4) The reactants are C(Cl)(=O)C(Cl)=O.CS(C)=O.[CH3:11][C:12]([C:17]1[O:18][C:19]([CH3:22])=[CH:20][CH:21]=1)([CH3:16])[CH2:13][CH2:14][OH:15].C(N(CC)CC)C. The catalyst is ClCCl.O. The product is [CH3:16][C:12]([C:17]1[O:18][C:19]([CH3:22])=[CH:20][CH:21]=1)([CH3:11])[CH2:13][CH:14]=[O:15]. The yield is 0.830. (5) The reactants are [F:1][C:2]1[CH:7]=[CH:6][CH:5]=[C:4]([F:8])[C:3]=1[C:9]1[O:10][C:11]([O:19][CH2:20][CH3:21])=[C:12]([C:14]([O:16]CC)=[O:15])[N:13]=1.Cl. The catalyst is [OH-].[K+]. The product is [F:1][C:2]1[CH:7]=[CH:6][CH:5]=[C:4]([F:8])[C:3]=1[C:9]1[O:10][C:11]([O:19][CH2:20][CH3:21])=[C:12]([C:14]([OH:16])=[O:15])[N:13]=1. The yield is 0.670.